Dataset: Full USPTO retrosynthesis dataset with 1.9M reactions from patents (1976-2016). Task: Predict the reactants needed to synthesize the given product. Given the product [CH3:1][CH2:2][CH2:3][CH2:4][C:5]([N:7]([C@H:26]([C:49]([OH:51])=[O:50])[CH:27]([CH3:29])[CH3:28])[CH2:8][C:9]1[CH:10]=[CH:11][C:12]([C:15]2[CH:16]=[CH:17][CH:18]=[CH:19][C:20]=2[C:21]2[NH:22][N:23]=[N:24][N:25]=2)=[CH:13][CH:14]=1)=[O:6], predict the reactants needed to synthesize it. The reactants are: [CH3:1][CH2:2][CH2:3][CH2:4][C:5]([N:7]([C@H:26]([C:49]([OH:51])=[O:50])[CH:27]([CH2:29]C(C1C=CC=CC=1)(C1C=CC=CC=1)C1C=CC=CC=1)[CH3:28])[CH2:8][C:9]1[CH:14]=[CH:13][C:12]([C:15]2[C:20]([C:21]3[N:25]=[N:24][NH:23][N:22]=3)=[CH:19][CH:18]=[CH:17][CH:16]=2)=[CH:11][CH:10]=1)=[O:6].CC(C)=O.OS(O)(=O)=O.[OH-].[Na+].